From a dataset of Full USPTO retrosynthesis dataset with 1.9M reactions from patents (1976-2016). Predict the reactants needed to synthesize the given product. (1) Given the product [CH3:27][C:23]1[C:24]([C:25](=[O:33])[CH3:26])=[CH:7][CH:2]=[CH:3][N:4]=1, predict the reactants needed to synthesize it. The reactants are: Br[C:2]1[CH:3]=[N:4]C=C(C)[CH:7]=1.[CH2:23]([Sn]([CH2:23][CH2:24][CH2:25][CH3:26])([CH2:23][CH2:24][CH2:25][CH3:26])C(OCC)=C)[CH2:24][CH2:25][CH3:26].[C:27](=O)([O-])[O-].[K+].[K+].[OH2:33].CN(C=O)C. (2) The reactants are: C1(S([N:10]2[C:14]3=[N:15][CH:16]=[C:17]([Br:20])[C:18]([Cl:19])=[C:13]3[CH:12]=[C:11]2[I:21])(=O)=O)C=CC=CC=1.BrC1C(Cl)=C2C=C(I)N(S(C3C=CC=CC=3I)(=O)=O)C2=NC=1.[OH-].[Na+]. Given the product [Br:20][C:17]1[C:18]([Cl:19])=[C:13]2[CH:12]=[C:11]([I:21])[NH:10][C:14]2=[N:15][CH:16]=1, predict the reactants needed to synthesize it. (3) Given the product [Br:7][CH2:8][CH:9]([C:11]1[CH:22]=[CH:21][C:14]2[O:15][C:16]([CH3:19])([CH3:20])[O:17][CH2:18][C:13]=2[CH:12]=1)[OH:10], predict the reactants needed to synthesize it. The reactants are: B.C1COCC1.[Br:7][CH2:8][C:9]([C:11]1[CH:22]=[CH:21][C:14]2[O:15][C:16]([CH3:20])([CH3:19])[O:17][CH2:18][C:13]=2[CH:12]=1)=[O:10].CO. (4) Given the product [NH2:42][C:37]1[N:38]=[C:39]([CH3:41])[N:40]=[C:35]([C:34]2[N:29]3[N:30]=[CH:31][CH:32]=[CH:33][C:28]3=[N:27][C:26]=2[NH:13][C:14]2[CH:15]=[CH:16][C:17]([N:20]3[CH2:21][CH:22]([OH:24])[CH2:23]3)=[N:18][CH:19]=2)[CH:36]=1, predict the reactants needed to synthesize it. The reactants are: C1(P(C(C)(C)C)F)CCCCC1.[NH2:13][C:14]1[CH:15]=[CH:16][C:17]([N:20]2[CH2:23][CH:22]([OH:24])[CH2:21]2)=[N:18][CH:19]=1.Cl[C:26]1[N:27]=[C:28]2[CH:33]=[CH:32][CH:31]=[N:30][N:29]2[C:34]=1[C:35]1[N:40]=[C:39]([CH3:41])[N:38]=[C:37]([NH2:42])[CH:36]=1.C(=O)([O-])[O-].[Cs+].[Cs+].O. (5) Given the product [CH2:1]([O:8][C:9](=[O:52])[NH:10][C:11]1([CH3:25])[C:26](=[O:51])[N:27]2[CH:28]([CH2:29][C:30]3[CH:35]=[CH:34][C:33]([Cl:36])=[CH:32][CH:31]=3)[C:37](=[O:50])[N:38]([CH:39]([CH3:40])[CH3:41])[CH2:42][CH:43]2[N:13]([S:14]([C:17]2[CH:22]=[CH:21][C:20]([Cl:23])=[CH:19][C:18]=2[Cl:24])(=[O:16])=[O:15])[CH2:12]1)[C:2]1[CH:3]=[CH:4][CH:5]=[CH:6][CH:7]=1, predict the reactants needed to synthesize it. The reactants are: [CH2:1]([O:8][C:9](=[O:52])[NH:10][C:11]([C:26](=[O:51])[NH:27][CH:28]([C:37](=[O:50])[N:38]([CH2:42][CH:43](OCC)OCC)[CH:39]([CH3:41])[CH3:40])[CH2:29][C:30]1[CH:35]=[CH:34][C:33]([Cl:36])=[CH:32][CH:31]=1)([CH3:25])[CH2:12][NH:13][S:14]([C:17]1[CH:22]=[CH:21][C:20]([Cl:23])=[CH:19][C:18]=1[Cl:24])(=[O:16])=[O:15])[C:2]1[CH:7]=[CH:6][CH:5]=[CH:4][CH:3]=1. (6) The reactants are: [CH3:1][C:2]([CH3:19])([CH2:17][CH3:18])[C@H:3]([OH:16])[CH2:4][C:5]1[O:6][C:7]([C:10]2[CH:15]=[CH:14][CH:13]=[CH:12][CH:11]=2)=[N:8][N:9]=1.[N:20]([C@@H:23]([CH2:28][CH2:29][CH2:30][CH3:31])[C:24]([O:26][CH3:27])=[O:25])=[C:21]=[O:22]. Given the product [CH3:1][C:2]([CH3:19])([CH2:17][CH3:18])[C@H:3]([O:16][C:21]([NH:20][C@@H:23]([CH2:28][CH2:29][CH2:30][CH3:31])[C:24]([O:26][CH3:27])=[O:25])=[O:22])[CH2:4][C:5]1[O:6][C:7]([C:10]2[CH:15]=[CH:14][CH:13]=[CH:12][CH:11]=2)=[N:8][N:9]=1, predict the reactants needed to synthesize it.